The task is: Predict the reaction yield, written as a fraction of the theoretical maximum amount of product (1.0 means a 100% yield; for example, 0.34 means a 34% yield).. This data is from Reaction yield outcomes from USPTO patents with 853,638 reactions. (1) The reactants are CON(C)[C:4]([CH:6]1[CH2:11][CH2:10][CH:9]([C:12]2[CH:17]=[CH:16][CH:15]=[CH:14][CH:13]=2)[CH2:8][CH2:7]1)=[O:5].[H-].[Li+].[Al+3].[H-].[H-].[H-].[Cl-].[NH4+]. The catalyst is C1COCC1. The product is [C:12]1([CH:9]2[CH2:10][CH2:11][CH:6]([CH:4]=[O:5])[CH2:7][CH2:8]2)[CH:17]=[CH:16][CH:15]=[CH:14][CH:13]=1. The yield is 0.900. (2) The yield is 0.770. The product is [F:1][C:2]1[CH:7]=[CH:6][C:5]([N:9]2[CH:13]=[CH:12][C:11]([C:14]([O:16][CH2:17][CH3:18])=[O:15])=[N:10]2)=[CH:4][CH:3]=1. The catalyst is C1(C)C=CC=CC=1.[Cu]I. The reactants are [F:1][C:2]1[CH:7]=[CH:6][C:5](I)=[CH:4][CH:3]=1.[NH:9]1[CH:13]=[CH:12][C:11]([C:14]([O:16][CH2:17][CH3:18])=[O:15])=[N:10]1.CN(C)[C@@H]1CCCC[C@H]1N.C(=O)([O-])[O-].[K+].[K+]. (3) The reactants are [CH3:1][O:2][C:3]1[C:4](C(O)=O)=[CH:5][C:6]2[C:11]([CH:12]=1)=[CH:10][CH:9]=[CH:8][CH:7]=2.CC[N:18]([CH2:21]C)CC.C1C=CC(P(N=[N+]=[N-])(C2C=CC=CC=2)=[O:30])=CC=1.[CH2:40]([OH:47])[C:41]1[CH:46]=[CH:45][CH:44]=[CH:43][CH:42]=1. The catalyst is C1(C)C=CC=CC=1. The product is [C:21]([NH:18][C:5]1[C:6]2[C:11](=[CH:10][CH:9]=[CH:8][CH:7]=2)[CH:12]=[C:3]([O:2][CH3:1])[CH:4]=1)([O:47][CH2:40][C:41]1[CH:46]=[CH:45][CH:44]=[CH:43][CH:42]=1)=[O:30]. The yield is 1.00. (4) The reactants are [F:1][CH:2]([F:15])[O:3][C:4]1[CH:13]=[CH:12][C:7]([C:8]([O:10][CH3:11])=[O:9])=[CH:6][C:5]=1I.C([N:18](CC)CC)C.[C:23]1([CH3:29])[CH:28]=[CH:27][CH:26]=[CH:25][CH:24]=1. The catalyst is [Cu](I)I. The product is [F:1][CH:2]([F:15])[O:3][C:4]1[CH:13]=[CH:12][C:7]([C:8]([O:10][CH3:11])=[O:9])=[CH:6][C:5]=1[C:29]#[C:23][C:24]1[CH:25]=[CH:26][CH:27]=[CH:28][N:18]=1. The yield is 0.800. (5) The reactants are O.CO[CH:4](OC)[CH2:5][O:6][C:7]1[CH:12]=[C:11]([N+:13]([O-:15])=[O:14])[CH:10]=[CH:9][C:8]=1[CH3:16]. The catalyst is ClC1C=CC=CC=1. The product is [CH3:16][C:8]1[C:7]2[O:6][CH:5]=[CH:4][C:12]=2[C:11]([N+:13]([O-:15])=[O:14])=[CH:10][CH:9]=1. The yield is 0.420.